From a dataset of Cav3 T-type calcium channel HTS with 100,875 compounds. Binary Classification. Given a drug SMILES string, predict its activity (active/inactive) in a high-throughput screening assay against a specified biological target. (1) The result is 0 (inactive). The drug is Brc1oc(C(Oc2ccc(cc2)C)=O)cc1. (2) The molecule is n12[nH]cnc2=NC(CC1c1ccccc1)c1ccc(cc1)CC. The result is 0 (inactive). (3) The molecule is s1c2c(CCCC2)c(c1n1c(c(cc1C)/C=C1\C(=O)N(C(=O)NC1=O)C)C)C(OCC)=O. The result is 0 (inactive). (4) The drug is O(C1CC(NC(C1)(C)C)(C)C)C(=O)c1ccccc1. The result is 0 (inactive).